Regression. Given a peptide amino acid sequence and an MHC pseudo amino acid sequence, predict their binding affinity value. This is MHC class I binding data. From a dataset of Peptide-MHC class I binding affinity with 185,985 pairs from IEDB/IMGT. (1) The peptide sequence is RRVRRRVLV. The MHC is HLA-A02:01 with pseudo-sequence HLA-A02:01. The binding affinity (normalized) is 0.213. (2) The peptide sequence is YDSQGLPEELP. The MHC is HLA-A02:06 with pseudo-sequence HLA-A02:06. The binding affinity (normalized) is 0. (3) The peptide sequence is THADAHTQL. The MHC is HLA-B27:03 with pseudo-sequence HLA-B27:03. The binding affinity (normalized) is 0.0847. (4) The binding affinity (normalized) is 1.00. The MHC is Mamu-B8701 with pseudo-sequence Mamu-B8701. The peptide sequence is RDLAPEVEKL. (5) The peptide sequence is LIFPAFFLC. The MHC is HLA-A11:01 with pseudo-sequence HLA-A11:01. The binding affinity (normalized) is 0.0847.